This data is from Catalyst prediction with 721,799 reactions and 888 catalyst types from USPTO. The task is: Predict which catalyst facilitates the given reaction. (1) Reactant: [F:1][C:2]1[C:10]([O:11][CH:12]([C:15]2[S:16][CH:17]=[C:18]([C:20]#[C:21][C:22]3[CH:27]=[CH:26][C:25]([O:28][CH3:29])=[CH:24][CH:23]=3)[N:19]=2)[CH2:13][OH:14])=[CH:9][CH:8]=[C:7]([F:30])[C:3]=1[C:4]([NH2:6])=[O:5]. Product: [F:1][C:2]1[C:10]([O:11][CH:12]([C:15]2[S:16][CH:17]=[C:18]([CH2:20][CH2:21][C:22]3[CH:23]=[CH:24][C:25]([O:28][CH3:29])=[CH:26][CH:27]=3)[N:19]=2)[CH2:13][OH:14])=[CH:9][CH:8]=[C:7]([F:30])[C:3]=1[C:4]([NH2:6])=[O:5]. The catalyst class is: 19. (2) Reactant: C(O[CH:4]=[CH:5][C:6](=O)[C:7]([F:10])([F:9])[F:8])C.[C:12]([CH2:14][C:15]([NH2:17])=[S:16])#[N:13].CN1CCOCC1. Product: [SH:16][C:15]1[C:14]([C:12]#[N:13])=[CH:4][CH:5]=[C:6]([C:7]([F:8])([F:9])[F:10])[N:17]=1. The catalyst class is: 8. (3) Reactant: Br[C:2]1[CH:3]=[CH:4][C:5]([O:8][CH3:9])=[N:6][CH:7]=1.C([Li])CCC.[C:15]([O:19][C:20]([N:22]1[CH2:27][CH2:26][CH:25]([C:28](=[O:33])N(OC)C)[CH2:24][CH2:23]1)=[O:21])([CH3:18])([CH3:17])[CH3:16]. Product: [C:15]([O:19][C:20]([N:22]1[CH2:27][CH2:26][CH:25]([C:28]([C:2]2[CH:7]=[N:6][C:5]([O:8][CH3:9])=[CH:4][CH:3]=2)=[O:33])[CH2:24][CH2:23]1)=[O:21])([CH3:18])([CH3:17])[CH3:16]. The catalyst class is: 1. (4) Reactant: [O:1]1[CH:5]=[CH:4][C:3]([C:6]2[CH:7]=[C:8]([C:17]([F:20])([F:19])[F:18])[C:9]3[N:10]([CH:12]=[C:13]([CH2:15][OH:16])[N:14]=3)[CH:11]=2)=[CH:2]1.C(N(CC)C(C)C)(C)C.[CH3:30][S:31](Cl)(=[O:33])=[O:32]. Product: [O:1]1[CH:5]=[CH:4][C:3]([C:6]2[CH:7]=[C:8]([C:17]([F:18])([F:20])[F:19])[C:9]3[N:10]([CH:12]=[C:13]([CH2:15][O:16][S:31]([CH3:30])(=[O:33])=[O:32])[N:14]=3)[CH:11]=2)=[CH:2]1. The catalyst class is: 31.